This data is from Forward reaction prediction with 1.9M reactions from USPTO patents (1976-2016). The task is: Predict the product of the given reaction. (1) Given the reactants FC(F)(F)S(O[C:7]1[CH2:10][CH:9]([CH2:11][O:12][Si:13]([C:26]([CH3:29])([CH3:28])[CH3:27])([C:20]2[CH:25]=[CH:24][CH:23]=[CH:22][CH:21]=2)[C:14]2[CH:19]=[CH:18][CH:17]=[CH:16][CH:15]=2)[CH:8]=1)(=O)=O.[Cl:32][C:33]1[CH:34]=[C:35]([C:39]2[N:48]([CH2:49][C:50]([O:52][CH3:53])=[O:51])[C:47](=[O:54])[C:46]3[C:41](=[CH:42][CH:43]=[C:44](B4OC(C)(C)C(C)(C)O4)[CH:45]=3)[N:40]=2)[CH:36]=[CH:37][CH:38]=1.NCC(OCC)=O.C([O-])([O-])=O.[Na+].[Na+], predict the reaction product. The product is: [Si:13]([O:12][CH2:11][CH:9]1[CH2:10][C:7]([C:44]2[CH:45]=[C:46]3[C:41](=[CH:42][CH:43]=2)[N:40]=[C:39]([C:35]2[CH:36]=[CH:37][CH:38]=[C:33]([Cl:32])[CH:34]=2)[N:48]([CH2:49][C:50]([O:52][CH3:53])=[O:51])[C:47]3=[O:54])=[CH:8]1)([C:26]([CH3:29])([CH3:28])[CH3:27])([C:14]1[CH:19]=[CH:18][CH:17]=[CH:16][CH:15]=1)[C:20]1[CH:25]=[CH:24][CH:23]=[CH:22][CH:21]=1. (2) Given the reactants [NH2:1][C:2]1[N:7]=[CH:6][C:5](/[CH:8]=[CH:9]/[C:10]([O:12][C:13]([CH3:16])([CH3:15])[CH3:14])=[O:11])=[CH:4][CH:3]=1.C([O-])=O.[NH4+], predict the reaction product. The product is: [NH2:1][C:2]1[N:7]=[CH:6][C:5]([CH2:8][CH2:9][C:10]([O:12][C:13]([CH3:16])([CH3:15])[CH3:14])=[O:11])=[CH:4][CH:3]=1. (3) Given the reactants [Br:1][C:2]1[O:6][C:5]([C:7]([OH:9])=O)=[CH:4][CH:3]=1.S(Cl)(Cl)=O.BrC1OC(C(Cl)=O)=CC=1.O.[NH2:24][NH2:25], predict the reaction product. The product is: [Br:1][C:2]1[O:6][C:5]([C:7]([NH:24][NH2:25])=[O:9])=[CH:4][CH:3]=1.